Dataset: Forward reaction prediction with 1.9M reactions from USPTO patents (1976-2016). Task: Predict the product of the given reaction. (1) Given the reactants O[C:2]1[C:3]2[CH:11]=[CH:10][CH:9]=[C:8]([C:12]([NH2:14])=[O:13])[C:4]=2[N:5]=[N:6][N:7]=1.[N:15]1([CH2:19][C@H:20]([C:22]2[CH:27]=[CH:26][C:25]([F:28])=[C:24]([C:29]([F:32])([F:31])[F:30])[CH:23]=2)[NH2:21])[CH2:18][CH2:17][CH2:16]1, predict the reaction product. The product is: [N:15]1([CH2:19][C@@H:20]([NH:21][C:2]2[C:3]3[CH:11]=[CH:10][CH:9]=[C:8]([C:12]([NH2:14])=[O:13])[C:4]=3[N:5]=[N:6][N:7]=2)[C:22]2[CH:27]=[CH:26][C:25]([F:28])=[C:24]([C:29]([F:30])([F:31])[F:32])[CH:23]=2)[CH2:18][CH2:17][CH2:16]1. (2) Given the reactants [CH3:1][C:2]1[CH:7]=[C:6]([CH3:8])[NH:5][C:4](=[O:9])[C:3]=1[CH2:10][NH:11][C:12]([C:14]1[C:15]2[CH:30]=[N:29][N:28]([CH:31]([CH3:33])[CH3:32])[C:16]=2[N:17]=[C:18]([C:20]2[CH:25]=[CH:24][C:23]([CH2:26]O)=[CH:22][CH:21]=2)[CH:19]=1)=[O:13].C1(P(C2C=CC=CC=2)C2C=CC=CC=2)C=CC=CC=1.C(Br)(Br)(Br)[Br:54], predict the reaction product. The product is: [Br:54][CH2:26][C:23]1[CH:22]=[CH:21][C:20]([C:18]2[CH:19]=[C:14]([C:12]([NH:11][CH2:10][C:3]3[C:4](=[O:9])[NH:5][C:6]([CH3:8])=[CH:7][C:2]=3[CH3:1])=[O:13])[C:15]3[CH:30]=[N:29][N:28]([CH:31]([CH3:33])[CH3:32])[C:16]=3[N:17]=2)=[CH:25][CH:24]=1. (3) Given the reactants I[C:2]1[CH:13]=[CH:12][C:5]2[S:6][C:7]([C:9]([OH:11])=[O:10])=[CH:8][C:4]=2[CH:3]=1.I[C:15]([F:24])([F:23])[C:16]([F:22])([F:21])[C:17]([F:20])([F:19])[F:18].[CH3:25]N(C)C=O.N, predict the reaction product. The product is: [F:21][C:16]([F:22])([C:17]([F:20])([F:19])[F:18])[C:15]([F:24])([F:23])[C:2]1[CH:13]=[CH:12][C:5]2[S:6][C:7]([C:9]([O:11][CH3:25])=[O:10])=[CH:8][C:4]=2[CH:3]=1. (4) Given the reactants [C:1]1([CH2:7][CH2:8][CH2:9][CH:10]2[CH2:15][CH2:14][NH:13][CH2:12][CH2:11]2)[CH:6]=[CH:5][CH:4]=[CH:3][CH:2]=1.[CH2:16]=[CH:17][C:18](=[O:24])[CH2:19][CH2:20][CH2:21][CH2:22][CH3:23], predict the reaction product. The product is: [C:1]1([CH2:7][CH2:8][CH2:9][CH:10]2[CH2:11][CH2:12][N:13]([CH2:16][CH2:17][C:18](=[O:24])[CH2:19][CH2:20][CH2:21][CH2:22][CH3:23])[CH2:14][CH2:15]2)[CH:6]=[CH:5][CH:4]=[CH:3][CH:2]=1. (5) Given the reactants [F:1][C:2]1[CH:3]=[C:4]([CH:8]=[C:9]([F:11])[CH:10]=1)[C:5](O)=[O:6].S(Cl)([Cl:14])=O, predict the reaction product. The product is: [F:1][C:2]1[CH:3]=[C:4]([CH:8]=[C:9]([F:11])[CH:10]=1)[C:5]([Cl:14])=[O:6].